Dataset: Full USPTO retrosynthesis dataset with 1.9M reactions from patents (1976-2016). Task: Predict the reactants needed to synthesize the given product. Given the product [NH2:1][C:4]1[CH:5]=[C:6]2[C:10](=[CH:11][CH:12]=1)[C:9](=[O:13])[NH:8][C:7]2=[O:14], predict the reactants needed to synthesize it. The reactants are: [N+:1]([C:4]1[CH:5]=[C:6]2[C:10](=[CH:11][CH:12]=1)[C:9](=[O:13])[NH:8][C:7]2=[O:14])([O-])=O.